Dataset: CYP2C9 inhibition data for predicting drug metabolism from PubChem BioAssay. Task: Regression/Classification. Given a drug SMILES string, predict its absorption, distribution, metabolism, or excretion properties. Task type varies by dataset: regression for continuous measurements (e.g., permeability, clearance, half-life) or binary classification for categorical outcomes (e.g., BBB penetration, CYP inhibition). Dataset: cyp2c9_veith. (1) The molecule is Cc1cccc(C(CC(=O)N2CCCC2)c2ccccc2)c1O. The result is 1 (inhibitor). (2) The drug is O=c1c2cnn(-c3ccccc3)c2nc(-c2cccs2)n1-c1ccc(Br)cc1. The result is 0 (non-inhibitor). (3) The molecule is CN1CCN(c2ncc3nc(-c4ccccc4)c(=O)n(CCc4ccccc4)c3n2)CC1. The result is 1 (inhibitor). (4) The compound is CN(C)CCCc1cc(C(=O)Nc2ccc(-c3ccncc3)cc2)ccc1O. The result is 0 (non-inhibitor). (5) The result is 1 (inhibitor). The molecule is CCOC(=O)C1=C(CSc2nc3ccccc3s2)NC(=O)NC1c1cc(C)ccc1C. (6) The molecule is CO/N=C\C[C@@H]1C=C[C@H](OC(C)=O)[C@H](COC(C)=O)O1. The result is 0 (non-inhibitor).